This data is from Full USPTO retrosynthesis dataset with 1.9M reactions from patents (1976-2016). The task is: Predict the reactants needed to synthesize the given product. Given the product [C:12]([O:11][C:9]([N:20]1[CH2:25][CH2:24][C:23](=[O:26])[CH2:22][CH2:21]1)=[O:10])([CH3:13])([CH3:14])[CH3:15], predict the reactants needed to synthesize it. The reactants are: [C:9](O[C:9]([O:11][C:12]([CH3:15])([CH3:14])[CH3:13])=[O:10])([O:11][C:12]([CH3:15])([CH3:14])[CH3:13])=[O:10].[OH-].[Na+].O.Cl.[NH:20]1[CH2:25][CH2:24][C:23](=[O:26])[CH2:22][CH2:21]1.